This data is from Forward reaction prediction with 1.9M reactions from USPTO patents (1976-2016). The task is: Predict the product of the given reaction. (1) The product is: [Cl:1][C:2]1[CH:7]=[CH:6][C:5]([C:8]2[C:14]3[CH:15]=[C:16]([O:19][CH2:20][CH2:38][CH2:39][CH2:40][C:41]([O:43][CH3:44])=[O:42])[CH:17]=[CH:18][C:13]=3[N:12]3[C:26]([CH3:29])=[N:27][N:28]=[C:11]3[C@H:10]([CH2:30][C:31]([NH:33][CH2:34][CH3:35])=[O:32])[N:9]=2)=[CH:4][CH:3]=1. Given the reactants [Cl:1][C:2]1[CH:7]=[CH:6][C:5]([C:8]2[C:14]3[CH:15]=[C:16]([O:19][CH2:20]C(OCC)=O)[CH:17]=[CH:18][C:13]=3[N:12]3[C:26]([CH3:29])=[N:27][N:28]=[C:11]3[C@H:10]([CH2:30][C:31]([NH:33][CH2:34][CH3:35])=[O:32])[N:9]=2)=[CH:4][CH:3]=1.BrC[CH2:38][CH2:39][CH2:40][C:41]([O:43][CH3:44])=[O:42], predict the reaction product. (2) Given the reactants [N:1]1[C:10]2[C:5](=[CH:6][CH:7]=[CH:8][CH:9]=2)[CH:4]=[CH:3][C:2]=1[CH2:11][O:12][C:13]1[CH:20]=[CH:19][C:16]([CH:17]=O)=[CH:15][CH:14]=1.[N:21]1[CH:26]=[CH:25][C:24]([CH2:27][C:28](=[O:30])[CH3:29])=[CH:23][CH:22]=1.N1CCCCC1, predict the reaction product. The product is: [N:1]1[C:10]2[C:5](=[CH:6][CH:7]=[CH:8][CH:9]=2)[CH:4]=[CH:3][C:2]=1[CH2:11][O:12][C:13]1[CH:20]=[CH:19][C:16]([CH:17]=[C:27]([C:24]2[CH:25]=[CH:26][N:21]=[CH:22][CH:23]=2)[C:28](=[O:30])[CH3:29])=[CH:15][CH:14]=1. (3) Given the reactants CO[C:3]([CH:5]1[CH2:10][CH2:9][C:8]([CH3:12])([CH3:11])[CH2:7][C:6]1=O)=O.C(O)(=O)C.[CH:18]([NH2:20])=[NH:19].[O-]CC.[Na+].P(Cl)(Cl)(Cl)=O.[CH3:30][N:31]1[CH2:36][CH2:35][NH:34][CH2:33][CH2:32]1, predict the reaction product. The product is: [CH3:11][C:8]1([CH3:12])[CH2:7][C:6]2[N:20]=[CH:18][N:19]=[C:3]([N:34]3[CH2:35][CH2:36][N:31]([CH3:30])[CH2:32][CH2:33]3)[C:5]=2[CH2:10][CH2:9]1. (4) Given the reactants Br[C:2]1[CH:7]=[CH:6][C:5]([S:8]([NH:11][CH3:12])(=[O:10])=[O:9])=[CH:4][CH:3]=1.[CH:13]1(/[CH:19]=[C:20](\B2OC(C)(C)C(C)(C)O2)/[CH2:21][OH:22])[CH2:18][CH2:17][CH2:16][CH2:15][CH2:14]1.[F-].[Cs+], predict the reaction product. The product is: [CH:13]1(/[CH:19]=[C:20](\[C:2]2[CH:7]=[CH:6][C:5]([S:8]([NH:11][CH3:12])(=[O:10])=[O:9])=[CH:4][CH:3]=2)/[CH2:21][OH:22])[CH2:18][CH2:17][CH2:16][CH2:15][CH2:14]1. (5) The product is: [NH2:10][C:11]1[N:16]=[C:15]([C:17]2[CH:26]=[C:25]3[C:20]([CH2:21][CH2:22][N:23]([C:27]([O:29][CH:30]4[CH2:35][CH2:34][N:33]([C:2]([NH:1][CH:4]5[CH2:8][CH2:7][CH2:6][CH2:5]5)=[O:3])[CH2:32][CH2:31]4)=[O:28])[CH2:24]3)=[CH:19][CH:18]=2)[CH:14]=[C:13]([N:36]2[CH2:41][CH2:40][N:39]([CH3:42])[CH2:38][CH2:37]2)[N:12]=1. Given the reactants [N:1]([CH:4]1[CH2:8][CH2:7][CH2:6][CH2:5]1)=[C:2]=[O:3].Cl.[NH2:10][C:11]1[N:16]=[C:15]([C:17]2[CH:26]=[C:25]3[C:20]([CH2:21][CH2:22][N:23]([C:27]([O:29][CH:30]4[CH2:35][CH2:34][NH:33][CH2:32][CH2:31]4)=[O:28])[CH2:24]3)=[CH:19][CH:18]=2)[CH:14]=[C:13]([N:36]2[CH2:41][CH2:40][N:39]([CH3:42])[CH2:38][CH2:37]2)[N:12]=1, predict the reaction product.